Task: Predict which catalyst facilitates the given reaction.. Dataset: Catalyst prediction with 721,799 reactions and 888 catalyst types from USPTO (1) Reactant: [C:1]([O:5][C:6]([N:8]1[CH2:17][CH2:16][C:15]2[NH:14][N:13]=[C:12]([C:18]3[CH:23]=[CH:22][C:21]([Cl:24])=[CH:20][CH:19]=3)[C:11]=2[CH2:10][CH2:9]1)=[O:7])([CH3:4])([CH3:3])[CH3:2].[H-].[Na+].Cl[CH:28]1[CH2:31][CH2:30][CH2:29]1. Product: [C:1]([O:5][C:6]([N:8]1[CH2:17][CH2:16][C:15]2[C:11](=[C:12]([C:18]3[CH:23]=[CH:22][C:21]([Cl:24])=[CH:20][CH:19]=3)[N:13]([CH:28]3[CH2:31][CH2:30][CH2:29]3)[N:14]=2)[CH2:10][CH2:9]1)=[O:7])([CH3:4])([CH3:2])[CH3:3]. The catalyst class is: 3. (2) Reactant: [N:1]1[NH:2][C:3]([NH:6][C:7]([C:9]2[C:14]([NH2:15])=[N:13][C:12]([C:16]([F:19])([F:18])[F:17])=[C:11](Br)[N:10]=2)=[O:8])=[CH:4][CH:5]=1.[NH:21]([CH2:25]CO)[CH2:22]CO. The catalyst class is: 3. Product: [N:1]1[NH:2][C:3]([NH:6][C:7]([C:9]2[C:14]([NH2:15])=[N:13][C:12]([C:16]([F:19])([F:18])[F:17])=[C:11]([N:21]([CH3:25])[CH3:22])[N:10]=2)=[O:8])=[CH:4][CH:5]=1. (3) Reactant: C([O:8][C:9]1[CH:14]=[C:13](/[CH:15]=[CH:16]/[C:17]2[N:18](COCC3C=CC=CC=3)[N:19]=[CH:20][CH:21]=2)[CH:12]=[CH:11][C:10]=1[N:31]1[S:35](=[O:37])(=[O:36])[NH:34][C:33](=[O:38])[CH2:32]1)C1C=CC=CC=1. The catalyst class is: 19. Product: [OH:8][C:9]1[CH:14]=[C:13]([CH2:15][CH2:16][C:17]2[NH:18][N:19]=[CH:20][CH:21]=2)[CH:12]=[CH:11][C:10]=1[N:31]1[S:35](=[O:37])(=[O:36])[NH:34][C:33](=[O:38])[CH2:32]1.